This data is from Reaction yield outcomes from USPTO patents with 853,638 reactions. The task is: Predict the reaction yield, written as a fraction of the theoretical maximum amount of product (1.0 means a 100% yield; for example, 0.34 means a 34% yield). (1) The reactants are Cl[C:2]1[CH:7]=[C:6]([Cl:8])[N:5]=[CH:4][N:3]=1.Cl.Cl.[N:11]1[CH:16]=[CH:15][CH:14]=[CH:13][C:12]=1[CH2:17][C@H:18]([C:20]([O:22][CH3:23])=[O:21])[NH2:19].C(N(CC)C(C)C)(C)C. The catalyst is O1CCOCC1. The product is [Cl:8][C:6]1[N:5]=[CH:4][N:3]=[C:2]([NH:19][C@@H:18]([C:20]([O:22][CH3:23])=[O:21])[CH2:17][C:12]2[CH:13]=[CH:14][CH:15]=[CH:16][N:11]=2)[CH:7]=1. The yield is 0.600. (2) The reactants are Br[C:2]1[CH:3]=[C:4]([N+:25]([O-:27])=[O:26])[C:5]2[N:9]=[C:8]([CH:10]([CH3:12])[CH3:11])[N:7]([CH2:13][C:14]3[C:23]4[C:18](=[CH:19][CH:20]=[CH:21][CH:22]=4)[CH:17]=[CH:16][CH:15]=3)[C:6]=2[CH:24]=1.[NH:28]1[CH2:33][CH2:32][O:31][CH2:30][CH2:29]1.C([O-])([O-])=O.[Cs+].[Cs+].CC(C1C=C(C(C)C)C(C2C=CC=CC=2P(C2CCCCC2)C2CCCCC2)=C(C(C)C)C=1)C. The catalyst is O1CCOCC1.C1C=CC(/C=C/C(/C=C/C2C=CC=CC=2)=O)=CC=1.C1C=CC(/C=C/C(/C=C/C2C=CC=CC=2)=O)=CC=1.C1C=CC(/C=C/C(/C=C/C2C=CC=CC=2)=O)=CC=1.[Pd].[Pd]. The product is [CH3:11][CH:10]([C:8]1[N:7]([CH2:13][C:14]2[C:23]3[C:18](=[CH:19][CH:20]=[CH:21][CH:22]=3)[CH:17]=[CH:16][CH:15]=2)[C:6]2[CH:24]=[C:2]([N:28]3[CH2:33][CH2:32][O:31][CH2:30][CH2:29]3)[CH:3]=[C:4]([N+:25]([O-:27])=[O:26])[C:5]=2[N:9]=1)[CH3:12]. The yield is 0.770. (3) The reactants are Cl[C:2]1[N:3]=[C:4]([NH:12][CH2:13][CH3:14])[C:5]2[S:10][CH:9]=[C:8]([CH3:11])[C:6]=2[N:7]=1.[CH2:15]([NH2:18])[CH:16]=[CH2:17].C(=O)([O-])O.[Na+]. No catalyst specified. The product is [CH2:15]([NH:18][C:2]1[N:3]=[C:4]([NH:12][CH2:13][CH3:14])[C:5]2[S:10][CH:9]=[C:8]([CH3:11])[C:6]=2[N:7]=1)[CH:16]=[CH2:17]. The yield is 0.643. (4) The reactants are [O-]P([O-])([O-])=O.[K+].[K+].[K+].[NH:9]1[CH2:16][CH2:15][CH2:14][C@H:10]1[C:11]([OH:13])=[O:12].I[C:18]1[CH:23]=[CH:22][CH:21]=[CH:20][CH:19]=1.C(O)CO.Cl. The catalyst is [Cu]I.C(OCC)C.O.CC(O)C. The product is [C:18]1([N:9]2[CH2:16][CH2:15][CH2:14][C@H:10]2[C:11]([OH:13])=[O:12])[CH:23]=[CH:22][CH:21]=[CH:20][CH:19]=1. The yield is 0.700. (5) The reactants are [O:1]=[C:2]1[C:10]2([C:14]3=[CH:15][C:16]4[O:20][CH2:19][O:18][C:17]=4[CH:21]=[C:13]3[O:12][CH2:11]2)[C:9]2[C:4](=[CH:5][CH:6]=[CH:7][CH:8]=2)[N:3]1[CH2:22][C:23](O)=O.[F:26][C:27]1[CH:28]=[C:29]([NH2:34])[C:30]([NH2:33])=[CH:31][CH:32]=1. The catalyst is C1(C)C=CC=CC=1.O. The product is [F:26][C:27]1[CH:32]=[CH:31][C:30]2[NH:33][C:23]([CH2:22][N:3]3[C:4]4[C:9](=[CH:8][CH:7]=[CH:6][CH:5]=4)[C:10]4([C:14]5=[CH:15][C:16]6[O:20][CH2:19][O:18][C:17]=6[CH:21]=[C:13]5[O:12][CH2:11]4)[C:2]3=[O:1])=[N:34][C:29]=2[CH:28]=1. The yield is 0.220.